This data is from Reaction yield outcomes from USPTO patents with 853,638 reactions. The task is: Predict the reaction yield, written as a fraction of the theoretical maximum amount of product (1.0 means a 100% yield; for example, 0.34 means a 34% yield). (1) The reactants are Cl[C:2]1[NH:3][C:4]([C:12]2[CH:17]=[CH:16][CH:15]=[CH:14][CH:13]=2)=[CH:5][C:6]=1[C:7]([O:9][CH2:10][CH3:11])=[O:8]. The catalyst is C(O)C.[C].[Pd]. The product is [C:12]1([C:4]2[NH:3][CH:2]=[C:6]([C:7]([O:9][CH2:10][CH3:11])=[O:8])[CH:5]=2)[CH:13]=[CH:14][CH:15]=[CH:16][CH:17]=1. The yield is 0.620. (2) The reactants are [F:1][C:2]1[CH:7]=[C:6]([N:8]2[CH2:13][CH2:12][O:11][CH2:10][CH2:9]2)[CH:5]=[C:4]([F:14])[C:3]=1[NH2:15].[CH:16]1([CH2:21][C:22](Cl)=[O:23])[CH2:20][CH2:19][CH2:18][CH2:17]1. The catalyst is C(#N)C. The product is [CH:16]1([CH2:21][C:22]([NH:15][C:3]2[C:2]([F:1])=[CH:7][C:6]([N:8]3[CH2:9][CH2:10][O:11][CH2:12][CH2:13]3)=[CH:5][C:4]=2[F:14])=[O:23])[CH2:20][CH2:19][CH2:18][CH2:17]1. The yield is 0.750. (3) The reactants are [C:1]1([CH2:11][N:12]2[C:16]3[CH:17]=[CH:18][CH:19]=[CH:20][C:15]=3[N:14]([CH2:21][CH2:22][C:23](O)=[O:24])[C:13]2=[O:26])[C:10]2[C:5](=[CH:6][CH:7]=[CH:8][CH:9]=2)[CH:4]=[CH:3][CH:2]=1.N.O1CCOCC1.O[N:35]1C2C=CC=CC=2N=N1.CN(C)CCCN=C=NCC. The catalyst is O.C1COCC1. The product is [C:1]1([CH2:11][N:12]2[C:16]3[CH:17]=[CH:18][CH:19]=[CH:20][C:15]=3[N:14]([CH2:21][CH2:22][C:23]([NH2:35])=[O:24])[C:13]2=[O:26])[C:10]2[C:5](=[CH:6][CH:7]=[CH:8][CH:9]=2)[CH:4]=[CH:3][CH:2]=1. The yield is 0.740. (4) The yield is 0.640. The product is [O:25]1[CH2:24][CH2:23][N:22]([C:19]2[CH:18]=[CH:17][C:16]([NH:15][C:11]3[N:10]=[C:9]([S:8][C:4]4[CH:3]=[C:2]([NH:1][C:31](=[O:32])[CH2:30][C:28]#[N:29])[CH:7]=[CH:6][CH:5]=4)[CH:14]=[CH:13][N:12]=3)=[CH:21][CH:20]=2)[CH2:27][CH2:26]1. No catalyst specified. The reactants are [NH2:1][C:2]1[CH:3]=[C:4]([S:8][C:9]2[CH:14]=[CH:13][N:12]=[C:11]([NH:15][C:16]3[CH:21]=[CH:20][C:19]([N:22]4[CH2:27][CH2:26][O:25][CH2:24][CH2:23]4)=[CH:18][CH:17]=3)[N:10]=2)[CH:5]=[CH:6][CH:7]=1.[C:28]([CH2:30][C:31](O)=[O:32])#[N:29]. (5) The reactants are [CH2:1]([O:3][C:4](=[O:16])[CH:5]=[CH:6][C:7]1[CH:12]=[CH:11][C:10]([N+:13]([O-:15])=[O:14])=[CH:9][CH:8]=1)[CH3:2].CC1C=CC(S([CH2:27][N+:28]#[C-:29])(=O)=O)=CC=1.[H-].[Na+].C(Cl)Cl. The catalyst is CS(C)=O.CCOCC.CCOCC.[Cl-].[Na+].O. The product is [CH2:1]([O:3][C:4]([C:5]1[C:6]([C:7]2[CH:12]=[CH:11][C:10]([N+:13]([O-:15])=[O:14])=[CH:9][CH:8]=2)=[CH:29][NH:28][CH:27]=1)=[O:16])[CH3:2]. The yield is 0.840. (6) The reactants are C([O:3][C:4]([C:6]1[N:7]=[CH:8][N:9]2[C:14]([CH:15]([F:17])[F:16])=[CH:13][C:12]([C:18]3[CH:23]=[CH:22][C:21]([C:24]([F:27])([F:26])[F:25])=[CH:20][CH:19]=3)=[N:11][C:10]=12)=[O:5])C.[OH-].[K+].S(=O)(=O)(O)O. The catalyst is O.CO. The product is [F:17][CH:15]([F:16])[C:14]1[N:9]2[CH:8]=[N:7][C:6]([C:4]([OH:5])=[O:3])=[C:10]2[N:11]=[C:12]([C:18]2[CH:19]=[CH:20][C:21]([C:24]([F:27])([F:26])[F:25])=[CH:22][CH:23]=2)[CH:13]=1. The yield is 0.390. (7) The reactants are [H-].[Na+].[F:3][C:4]([F:12])([F:11])[CH:5]([OH:10])[C:6]([F:9])([F:8])[F:7].Cl[C:14]1[CH:19]=[C:18]([CH3:20])[C:17]([N+:21]([O-:23])=[O:22])=[CH:16][N:15]=1.C(OCC)(=O)C. The catalyst is O1CCCC1.O. The product is [CH3:20][C:18]1[C:17]([N+:21]([O-:23])=[O:22])=[CH:16][N:15]=[C:14]([O:10][CH:5]([C:6]([F:9])([F:8])[F:7])[C:4]([F:12])([F:11])[F:3])[CH:19]=1. The yield is 0.800. (8) The reactants are C[Mg]Br.[CH2:4](N(CC)CC)C.[CH3:11][C:12]1[CH:13]=[C:14]([N:18]2[N:22]=[N:21][C:20]([C:23]([O:25]CC)=O)=[N:19]2)[CH:15]=[CH:16][CH:17]=1.Cl. The catalyst is C1(C)C=CC=CC=1.O. The product is [CH3:11][C:12]1[CH:13]=[C:14]([N:18]2[N:22]=[N:21][C:20]([C:23](=[O:25])[CH3:4])=[N:19]2)[CH:15]=[CH:16][CH:17]=1. The yield is 0.600. (9) The catalyst is O.CCO.C1COCC1. The yield is 0.960. The reactants are C[O:2][C:3]([C:5]1[CH:10]=[CH:9][C:8]([C:11]([O:13][CH3:14])=[O:12])=[CH:7][N:6]=1)=O.[Cl-].[Cl-].[Ca+2].[BH4-].[Na+].[NH4+].[Cl-]. The product is [OH:2][CH2:3][C:5]1[CH:10]=[CH:9][C:8]([C:11]([O:13][CH3:14])=[O:12])=[CH:7][N:6]=1. (10) The reactants are [CH3:1][C:2]1[CH:10]=[CH:9][C:5]([C:6]([OH:8])=O)=[CH:4][N:3]=1.C(Cl)(=O)C(Cl)=O.[F:17][C:18]1[CH:23]=[CH:22][C:21]([C:24]2[N:25]=[C:26]3[CH:31]=[CH:30][CH:29]=[N:28][N:27]3[C:32]=2[C:33]2[CH:38]=[CH:37][N:36]=[C:35]([NH2:39])[CH:34]=2)=[CH:20][C:19]=1[CH3:40].C(N(CC)CC)C.C(=O)([O-])O.[Na+]. The catalyst is O1CCCC1.CN(C)C=O. The product is [F:17][C:18]1[CH:23]=[CH:22][C:21]([C:24]2[N:25]=[C:26]3[CH:31]=[CH:30][CH:29]=[N:28][N:27]3[C:32]=2[C:33]2[CH:38]=[CH:37][N:36]=[C:35]([NH:39][C:6](=[O:8])[C:5]3[CH:9]=[CH:10][C:2]([CH3:1])=[N:3][CH:4]=3)[CH:34]=2)=[CH:20][C:19]=1[CH3:40]. The yield is 0.120.